Dataset: Forward reaction prediction with 1.9M reactions from USPTO patents (1976-2016). Task: Predict the product of the given reaction. (1) The product is: [C:30]1([C:42]2[C:43](=[O:44])[NH:45][C:3](=[O:29])[C:4]=2[C:6]2[C:14]3[C:9](=[CH:10][C:11]([CH2:15][CH2:16][CH2:17][O:18][Si:19]([CH:23]([CH3:24])[CH3:25])([CH:20]([CH3:22])[CH3:21])[CH:26]([CH3:27])[CH3:28])=[CH:12][CH:13]=3)[NH:8][CH:7]=2)[C:40]2=[C:41]3[C:36](=[CH:37][CH:38]=[CH:39]2)[CH2:35][CH2:34][CH2:33][N:32]3[CH:31]=1. Given the reactants CO[C:3](=[O:29])[C:4]([C:6]1[C:14]2[C:9](=[CH:10][C:11]([CH2:15][CH2:16][CH2:17][O:18][Si:19]([CH:26]([CH3:28])[CH3:27])([CH:23]([CH3:25])[CH3:24])[CH:20]([CH3:22])[CH3:21])=[CH:12][CH:13]=2)[NH:8][CH:7]=1)=O.[C:30]1([CH2:42][C:43]([NH2:45])=[O:44])[C:40]2=[C:41]3[C:36](=[CH:37][CH:38]=[CH:39]2)[CH2:35][CH2:34][CH2:33][N:32]3[CH:31]=1, predict the reaction product. (2) Given the reactants [Br:1][C:2]1[CH:7]=[C:6]([NH:8][CH3:9])[C:5]([NH2:10])=[CH:4][CH:3]=1.[C:11](O)([C:13]([F:16])([F:15])[F:14])=O, predict the reaction product. The product is: [Br:1][C:2]1[CH:3]=[CH:4][C:5]2[N:10]=[C:11]([C:13]([F:16])([F:15])[F:14])[N:8]([CH3:9])[C:6]=2[CH:7]=1.